From a dataset of Forward reaction prediction with 1.9M reactions from USPTO patents (1976-2016). Predict the product of the given reaction. Given the reactants [N:1]([CH2:4][CH2:5][O:6][CH2:7][CH2:8][O:9][CH2:10][CH2:11][O:12][CH2:13][CH2:14][N:15]=[N+]=[N-])=[N+:2]=[N-:3].C1(P(C2C=CC=CC=2)C2C=CC=CC=2)C=CC=CC=1, predict the reaction product. The product is: [N:1]([CH2:4][CH2:5][O:6][CH2:7][CH2:8][O:9][CH2:10][CH2:11][O:12][CH2:13][CH2:14][NH2:15])=[N+:2]=[N-:3].